The task is: Predict which catalyst facilitates the given reaction.. This data is from Catalyst prediction with 721,799 reactions and 888 catalyst types from USPTO. (1) Reactant: [CH2:1]([O:3][C:4]([C:6]1([C:9]2[CH:14]=[CH:13][C:12]([C:15]3[CH:20]=[CH:19][C:18]([C:21]4[S:22][C:23]([F:29])=[CH:24][C:25]=4C(O)=O)=[CH:17][C:16]=3[O:30][CH3:31])=[CH:11][CH:10]=2)[CH2:8][CH2:7]1)=[O:5])[CH3:2].C([N:34]([CH2:37]C)CC)C.C1(P(N=[N+]=[N-])(C2C=CC=CC=2)=[O:46])C=CC=CC=1.[Cl:56][C:57]1[C:58]([CH:62]([OH:64])[CH3:63])=[CH:59][S:60][CH:61]=1. Product: [CH2:1]([O:3][C:4]([C:6]1([C:9]2[CH:14]=[CH:13][C:12]([C:15]3[CH:20]=[CH:19][C:18]([C:21]4[S:22][C:23]([F:29])=[CH:24][C:25]=4[NH:34][C:37]([O:64][CH:62]([C:58]4[C:57]([Cl:56])=[CH:61][S:60][CH:59]=4)[CH3:63])=[O:46])=[CH:17][C:16]=3[O:30][CH3:31])=[CH:11][CH:10]=2)[CH2:7][CH2:8]1)=[O:5])[CH3:2]. The catalyst class is: 727. (2) Reactant: C([O:8][C@H:9]1[C@H:13]2[O:14][CH2:15][C@:10]1([CH2:32][O:33]CC1C=CC=CC=1)[O:11][C@H:12]2[N:16]1[CH:31]=[CH:30][C:20]([NH:21]C(=O)C2C=CC=CC=2)=[N:19][C:17]1=[O:18])C1C=CC=CC=1.C1CC=CCC=1. Product: [OH:8][C@H:9]1[C@H:13]2[O:14][CH2:15][C@:10]1([CH2:32][OH:33])[O:11][C@H:12]2[N:16]1[CH:31]=[CH:30][C:20]([NH2:21])=[N:19][C:17]1=[O:18]. The catalyst class is: 19.